From a dataset of Peptide-MHC class I binding affinity with 185,985 pairs from IEDB/IMGT. Regression. Given a peptide amino acid sequence and an MHC pseudo amino acid sequence, predict their binding affinity value. This is MHC class I binding data. (1) The peptide sequence is IQFQQSKNSKF. The MHC is Mamu-A07 with pseudo-sequence Mamu-A07. The binding affinity (normalized) is 0.228. (2) The peptide sequence is PGMQIRGFVY. The MHC is HLA-A30:02 with pseudo-sequence HLA-A30:02. The binding affinity (normalized) is 0.348.